This data is from Aqueous solubility values for 9,982 compounds from the AqSolDB database. The task is: Regression/Classification. Given a drug SMILES string, predict its absorption, distribution, metabolism, or excretion properties. Task type varies by dataset: regression for continuous measurements (e.g., permeability, clearance, half-life) or binary classification for categorical outcomes (e.g., BBB penetration, CYP inhibition). For this dataset (solubility_aqsoldb), we predict Y. (1) The compound is N[C@@H](CS)C(=O)O.[Cl-].[H+]. The Y is 0.622 log mol/L. (2) The drug is FC(F)(F)C(F)(F)C(F)(F)C(F)(F)C(F)(F)C(F)(F)C(F)(F)C(F)(F)Br. The Y is -7.40 log mol/L. (3) The drug is CC(Cc1ccc(C(C)(C)C)cc1)CN1C[C@H](C)O[C@H](C)C1. The Y is -4.85 log mol/L.